Predict which catalyst facilitates the given reaction. From a dataset of Catalyst prediction with 721,799 reactions and 888 catalyst types from USPTO. Reactant: [CH:10]1[N:11]=[CH:12][N:8](C([N:8]2[CH:12]=[N:11][CH:10]=[CH:9]2)=S)[CH:9]=1.[F:13][CH:14]1[CH2:19][CH2:18][N:17]([CH2:20][CH2:21]CCN)[CH2:16][CH2:15]1.[F:25][C:26]1[CH:44]=[CH:43][CH:42]=[CH:41][C:27]=1[C:28]([NH:30][C:31]1[CH:36]=[CH:35][C:34]([C:37]([NH:39]N)=[O:38])=[CH:33][CH:32]=1)=[O:29].Cl.CN(C)CCCN=C=NCC. Product: [F:25][C:26]1[CH:44]=[CH:43][CH:42]=[CH:41][C:27]=1[C:28]([NH:30][C:31]1[CH:32]=[CH:33][C:34]([C:37]2[O:38][C:12]([NH:11][CH2:10][CH2:9][CH2:21][CH2:20][N:17]3[CH2:16][CH2:15][CH:14]([F:13])[CH2:19][CH2:18]3)=[N:8][N:39]=2)=[CH:35][CH:36]=1)=[O:29]. The catalyst class is: 9.